Dataset: Reaction yield outcomes from USPTO patents with 853,638 reactions. Task: Predict the reaction yield, written as a fraction of the theoretical maximum amount of product (1.0 means a 100% yield; for example, 0.34 means a 34% yield). (1) The reactants are [CH3:1][S:2]([C:5]1[CH:10]=[CH:9][C:8]([OH:11])=[CH:7][CH:6]=1)(=[O:4])=[O:3].[H-].[Na+].[Cl:14][C:15]1[CH:31]=[C:30]([Cl:32])[CH:29]=[CH:28][C:16]=1[CH2:17][NH:18][C:19](=[O:27])[C:20]1[CH:25]=[CH:24][C:23](F)=[N:22][CH:21]=1. The catalyst is CN(C)C(=O)C. The product is [Cl:14][C:15]1[CH:31]=[C:30]([Cl:32])[CH:29]=[CH:28][C:16]=1[CH2:17][NH:18][C:19](=[O:27])[C:20]1[CH:25]=[CH:24][C:23]([O:11][C:8]2[CH:9]=[CH:10][C:5]([S:2]([CH3:1])(=[O:3])=[O:4])=[CH:6][CH:7]=2)=[N:22][CH:21]=1. The yield is 0.250. (2) The reactants are [N+:1]([C:4]1[CH:5]=[C:6]2[C:10](=[CH:11][CH:12]=1)[NH:9][C:8](=[O:13])[CH2:7]2)([O-])=O. The catalyst is CO.[Pd]. The product is [NH2:1][C:4]1[CH:5]=[C:6]2[C:10](=[CH:11][CH:12]=1)[NH:9][C:8](=[O:13])[CH2:7]2. The yield is 0.600. (3) The reactants are [CH3:1][O:2][C:3]1[CH:12]=[C:11]2[C:6]([CH2:7][CH2:8][C:9](=O)[CH:10]2[C:13]([O:15]CC)=O)=[CH:5][CH:4]=1.[NH:19]([C:21]1[CH:26]=[CH:25][CH:24]=[CH:23][N:22]=1)[NH2:20]. No catalyst specified. The product is [CH3:1][O:2][C:3]1[CH:4]=[CH:5][C:6]2[CH2:7][CH2:8][C:9]3[C:10](=[C:13]([OH:15])[N:19]([C:21]4[CH:26]=[CH:25][CH:24]=[CH:23][N:22]=4)[N:20]=3)[C:11]=2[CH:12]=1. The yield is 0.410.